From a dataset of Forward reaction prediction with 1.9M reactions from USPTO patents (1976-2016). Predict the product of the given reaction. (1) Given the reactants [C:1]([Si:5]([CH3:20])([CH3:19])[O:6][CH2:7][CH2:8][O:9][C:10]1[CH:15]=[CH:14][C:13]([N+:16]([O-])=O)=[CH:12][CH:11]=1)([CH3:4])([CH3:3])[CH3:2], predict the reaction product. The product is: [Si:5]([O:6][CH2:7][CH2:8][O:9][C:10]1[CH:15]=[CH:14][C:13]([NH2:16])=[CH:12][CH:11]=1)([C:1]([CH3:4])([CH3:3])[CH3:2])([CH3:20])[CH3:19]. (2) Given the reactants [C:1]([C:5]1[CH:6]=[C:7]([C:17]2[S:18][CH:19]=[C:20]([CH:22]3[CH2:27][CH2:26][NH:25][CH2:24][CH2:23]3)[N:21]=2)[CH:8]=[C:9]([C:13]([CH3:16])([CH3:15])[CH3:14])[C:10]=1[O:11][CH3:12])([CH3:4])([CH3:3])[CH3:2].[CH3:28][C:29]1[N:30]([CH2:34][C:35](O)=[O:36])[CH:31]=[CH:32][N:33]=1, predict the reaction product. The product is: [C:13]([C:9]1[CH:8]=[C:7]([C:17]2[S:18][CH:19]=[C:20]([CH:22]3[CH2:27][CH2:26][N:25]([C:35](=[O:36])[CH2:34][N:30]4[CH:31]=[CH:32][N:33]=[C:29]4[CH3:28])[CH2:24][CH2:23]3)[N:21]=2)[CH:6]=[C:5]([C:1]([CH3:2])([CH3:3])[CH3:4])[C:10]=1[O:11][CH3:12])([CH3:16])([CH3:15])[CH3:14].